From a dataset of Forward reaction prediction with 1.9M reactions from USPTO patents (1976-2016). Predict the product of the given reaction. Given the reactants [CH2:1]([O:3][C:4]([N:6]1[CH2:11][CH2:10][N:9]([C:12]([CH:14]([C:26]([NH:28][C:29]2[CH:38]=[CH:37][C:36]3[C:31](=[CH:32][CH:33]=[CH:34][CH:35]=3)[CH:30]=2)=[O:27])[CH2:15][C:16]2[CH:21]=[CH:20][CH:19]=[C:18]([C:22]([O:24]C)=[O:23])[CH:17]=2)=[O:13])[CH2:8][CH2:7]1)=[O:5])[CH3:2].[Li+].[OH-].OS([O-])(=O)=O.[Na+], predict the reaction product. The product is: [CH2:1]([O:3][C:4]([N:6]1[CH2:11][CH2:10][N:9]([C:12]([CH:14]([C:26]([NH:28][C:29]2[CH:38]=[CH:37][C:36]3[C:31](=[CH:32][CH:33]=[CH:34][CH:35]=3)[CH:30]=2)=[O:27])[CH2:15][C:16]2[CH:21]=[CH:20][CH:19]=[C:18]([C:22]([OH:24])=[O:23])[CH:17]=2)=[O:13])[CH2:8][CH2:7]1)=[O:5])[CH3:2].